This data is from Forward reaction prediction with 1.9M reactions from USPTO patents (1976-2016). The task is: Predict the product of the given reaction. (1) Given the reactants [CH2:1]([O:3][C:4](=[O:24])[CH2:5][O:6][C:7]1[CH:12]=[CH:11][C:10]([O:13]CC2C=CC=CC=2)=[CH:9][C:8]=1[CH2:21][CH2:22][CH3:23])[CH3:2].[H][H], predict the reaction product. The product is: [CH2:1]([O:3][C:4](=[O:24])[CH2:5][O:6][C:7]1[CH:12]=[CH:11][C:10]([OH:13])=[CH:9][C:8]=1[CH2:21][CH2:22][CH3:23])[CH3:2]. (2) Given the reactants [O:1]=[C:2]1[NH:7][N:6]=[C:5]2[CH2:8][CH2:9][N:10]([C:11]([O:13][CH2:14][C:15]3[CH:20]=[CH:19][CH:18]=[CH:17][CH:16]=3)=[O:12])[CH:4]2[CH2:3]1.O, predict the reaction product. The product is: [O:1]=[C:2]1[NH:7][N:6]=[C:5]2[CH2:8][CH2:9][N:10]([C:11]([O:13][CH2:14][C:15]3[CH:20]=[CH:19][CH:18]=[CH:17][CH:16]=3)=[O:12])[C:4]2=[CH:3]1. (3) Given the reactants O=[C:2]1[C:19]2[C:20]3[C:5](=[C:6]4[C:21]5[C:14]([C:15]=3[CH:16]=[CH:17][CH:18]=2)=[CH:13][CH:12]=[CH:11][C:10]=5[C:9](=O)[CH:8]=[CH:7]4)[C:4]2[CH:23]=[CH:24][CH:25]=[CH:26][C:3]1=2, predict the reaction product. The product is: [CH:11]1[C:10]2[C:21]3[C:14]([C:15]4[CH:16]=[CH:17][CH:18]=[C:19]5[C:20]=4[C:5]([C:6]=3[CH:7]=[CH:8][CH:9]=2)=[C:4]2[CH:23]=[CH:24][CH:25]=[CH:26][C:3]2=[CH:2]5)=[CH:13][CH:12]=1. (4) Given the reactants [F:1][C@@H:2]1[C@H:6]([OH:7])[C@@H:5]([CH2:8][OH:9])[O:4][C@H:3]1[N:10]1[C:19]2[N:18]=[CH:17][N:16]=[C:14]([NH2:15])[C:13]=2[N:12]=[CH:11]1.[CH3:20][C:21]([Si:24](Cl)([CH3:26])[CH3:25])([CH3:23])[CH3:22].[C:28](Cl)([C:45]1[CH:50]=[CH:49][CH:48]=[CH:47][CH:46]=1)([C:37]1[CH:44]=[CH:43][C:40]([O:41][CH3:42])=[CH:39][CH:38]=1)[C:29]1[CH:36]=[CH:35][C:32]([O:33][CH3:34])=[CH:31][CH:30]=1, predict the reaction product. The product is: [Si:24]([O:9][CH2:8][C@H:5]1[O:4][C@@H:3]([N:10]2[C:19]3[N:18]=[CH:17][N:16]=[C:14]([NH:15][C:28]([C:45]4[CH:50]=[CH:49][CH:48]=[CH:47][CH:46]=4)([C:37]4[CH:44]=[CH:43][C:40]([O:41][CH3:42])=[CH:39][CH:38]=4)[C:29]4[CH:36]=[CH:35][C:32]([O:33][CH3:34])=[CH:31][CH:30]=4)[C:13]=3[N:12]=[CH:11]2)[C@H:2]([F:1])[C@@H:6]1[O:7][C:28]([C:45]1[CH:50]=[CH:49][CH:48]=[CH:47][CH:46]=1)([C:37]1[CH:44]=[CH:43][C:40]([O:41][CH3:42])=[CH:39][CH:38]=1)[C:29]1[CH:30]=[CH:31][C:32]([O:33][CH3:34])=[CH:35][CH:36]=1)([C:21]([CH3:23])([CH3:22])[CH3:20])([CH3:26])[CH3:25]. (5) Given the reactants [CH3:1][O:2][C:3]1[CH:10]=[C:9]([CH3:11])[CH:8]=[CH:7][C:4]=1[C:5]#[N:6].[Br:12]N1C(=O)CCC1=O, predict the reaction product. The product is: [Br:12][CH2:11][C:9]1[CH:8]=[CH:7][C:4]([C:5]#[N:6])=[C:3]([O:2][CH3:1])[CH:10]=1. (6) Given the reactants I[C:2]1[CH:3]=[CH:4][C:5]2[N:6](C3C=CC=CC=3)[C:7]3[C:12]([C:13]=2[CH:14]=1)=[CH:11][CH:10]=[CH:9][CH:8]=3.I[C:22]1[CH:27]=[CH:26][C:25]([N:28]2C3C=CC=CC=3[C:34]3[C:29]2=[CH:30][CH:31]=[CH:32][CH:33]=3)=[CH:24][CH:23]=1.NC1C=CC=CC=1, predict the reaction product. The product is: [C:29]1([NH:28][C:25]2[CH:24]=[CH:23][C:22]([N:6]3[C:5]4[CH:4]=[CH:3][CH:2]=[CH:14][C:13]=4[C:12]4[C:7]3=[CH:8][CH:9]=[CH:10][CH:11]=4)=[CH:27][CH:26]=2)[CH:30]=[CH:31][CH:32]=[CH:33][CH:34]=1. (7) Given the reactants [CH2:1]([C:3]1[CH:4]=[N:5][C:6]([N:9]2[CH2:14][CH2:13][N:12](C(OC(C)(C)C)=O)[CH2:11][CH2:10]2)=[N:7][CH:8]=1)[CH3:2].[ClH:22], predict the reaction product. The product is: [ClH:22].[CH2:1]([C:3]1[CH:8]=[N:7][C:6]([N:9]2[CH2:10][CH2:11][NH:12][CH2:13][CH2:14]2)=[N:5][CH:4]=1)[CH3:2]. (8) Given the reactants [CH3:1][C:2]1[CH:10]=[C:9]([C:11]([F:14])([F:13])[F:12])[CH:8]=[CH:7][C:3]=1[C:4]([OH:6])=O.C([O:17][C:18](=[O:40])[CH2:19][CH2:20][C:21]1[CH:26]=[CH:25][C:24]([O:27][C:28]2[CH:33]=[C:32]([CH3:34])[CH:31]=[C:30]([CH:35]([NH2:37])[CH3:36])[CH:29]=2)=[CH:23][C:22]=1[CH2:38][CH3:39])C, predict the reaction product. The product is: [CH2:38]([C:22]1[CH:23]=[C:24]([O:27][C:28]2[CH:29]=[C:30]([CH:35]([NH:37][C:4](=[O:6])[C:3]3[CH:7]=[CH:8][C:9]([C:11]([F:14])([F:13])[F:12])=[CH:10][C:2]=3[CH3:1])[CH3:36])[CH:31]=[C:32]([CH3:34])[CH:33]=2)[CH:25]=[CH:26][C:21]=1[CH2:20][CH2:19][C:18]([OH:40])=[O:17])[CH3:39]. (9) The product is: [C:17]1([C:13]2[CH:14]=[CH:15][C:7]([C:1]3[CH:2]=[CH:3][CH:4]=[CH:5][CH:6]=3)=[CH:8][C:9]=2[C:10]([OH:12])=[O:11])[CH:22]=[CH:21][CH:20]=[CH:19][CH:18]=1. Given the reactants [C:1]1([C:7]2[CH:8]=[C:9]([CH:13]=[CH:14][CH:15]=2)[C:10]([OH:12])=[O:11])[CH:6]=[CH:5][CH:4]=[CH:3][CH:2]=1.Cl[C:17]1[CH:22]=[CH:21][CH:20]=[CH:19][CH:18]=1.C(P(C12CC3CC(CC(C3)C1)C2)C12CC3CC(CC(C3)C1)C2)CCC.C([O-])([O-])=O.[Cs+].[Cs+], predict the reaction product. (10) Given the reactants Cl[C:2]1[N:10]=[CH:9][N:8]=[C:7]2[C:3]=1[N:4]=[CH:5][N:6]2[CH:11]1[CH2:16][CH2:15][CH2:14][CH2:13][O:12]1.ClC1N=CN=C2C=1NC=N2.C(O)(=O)C(O)=O.[OH:33][CH2:34][C:35]([CH3:39])=[CH:36][CH2:37][NH2:38].[OH:33][CH2:34][C:35]([CH3:39])=[CH:36][CH2:37][NH2:38].C(N(CC)CC)C, predict the reaction product. The product is: [OH:33][CH2:34]/[C:35](/[CH3:39])=[CH:36]/[CH2:37][NH:38][C:2]1[N:10]=[CH:9][N:8]=[C:7]2[C:3]=1[N:4]=[CH:5][N:6]2[CH:11]1[CH2:16][CH2:15][CH2:14][CH2:13][O:12]1.